This data is from Peptide-MHC class II binding affinity with 134,281 pairs from IEDB. The task is: Regression. Given a peptide amino acid sequence and an MHC pseudo amino acid sequence, predict their binding affinity value. This is MHC class II binding data. (1) The peptide sequence is WLDAKSTWYGKPTGAGPKDN. The MHC is HLA-DPA10201-DPB10501 with pseudo-sequence HLA-DPA10201-DPB10501. The binding affinity (normalized) is 0.0607. (2) The peptide sequence is ASRELERFALNPSLL. The MHC is DRB4_0101 with pseudo-sequence DRB4_0103. The binding affinity (normalized) is 0.530. (3) The peptide sequence is SVYSLPPDPDHFDGYKQQAV. The MHC is DRB1_0401 with pseudo-sequence DRB1_0401. The binding affinity (normalized) is 0. (4) The peptide sequence is TAKAPGLVPKLDAAY. The binding affinity (normalized) is 0. The MHC is DRB1_0301 with pseudo-sequence DRB1_0301. (5) The peptide sequence is ATFEAMYLGTCKTLT. The binding affinity (normalized) is 0.251. The MHC is HLA-DQA10501-DQB10201 with pseudo-sequence HLA-DQA10501-DQB10201. (6) The binding affinity (normalized) is 0.792. The MHC is DRB1_0701 with pseudo-sequence DRB1_0701. The peptide sequence is VIFILLMLVTPSMTM. (7) The peptide sequence is KVKFGHVSINPADIA. The MHC is DRB1_0101 with pseudo-sequence DRB1_0101. The binding affinity (normalized) is 0.862.